Dataset: Reaction yield outcomes from USPTO patents with 853,638 reactions. Task: Predict the reaction yield, written as a fraction of the theoretical maximum amount of product (1.0 means a 100% yield; for example, 0.34 means a 34% yield). (1) The reactants are [C:1]([N:8]1[CH2:12][C@@H:11]([N:13]=[N+:14]=[N-:15])[CH2:10][C@H:9]1[C:16]([OH:18])=O)([O:3][C:4]([CH3:7])([CH3:6])[CH3:5])=[O:2].CCN(C(C)C)C(C)C.[CH3:28][N:29]1[CH2:34][CH2:33][NH:32][CH2:31][CH2:30]1.C1C=CC2N(O)N=NC=2C=1.C(Cl)CCl. The catalyst is CN(C=O)C. The product is [C:1]([N:8]1[CH2:12][C@@H:11]([N:13]=[N+:14]=[N-:15])[CH2:10][C@H:9]1[C:16]([N:32]1[CH2:33][CH2:34][N:29]([CH3:28])[CH2:30][CH2:31]1)=[O:18])([O:3][C:4]([CH3:5])([CH3:6])[CH3:7])=[O:2]. The yield is 0.930. (2) The reactants are C(Cl)CCl.C1C=NC2N(O)N=NC=2C=1.[NH2:15][C:16]1[CH:17]=[N:18][CH:19]=[CH:20][C:21]=1[C@H:22]1[CH2:27][C@@H:26]([NH:28][C:29](=[O:35])[O:30][C:31]([CH3:34])([CH3:33])[CH3:32])[C@@H:25]([N:36]=[N+:37]=[N-:38])[C@@H:24]([CH3:39])[CH2:23]1.[F:40][C:41]1[CH:46]=[CH:45][CH:44]=[C:43]([F:47])[C:42]=1[C:48]1[N:53]=[C:52]([C:54](O)=[O:55])[CH:51]=[CH:50][C:49]=1[F:57]. The catalyst is CN(C=O)C.O. The product is [N:36]([C@H:25]1[C@@H:24]([CH3:39])[CH2:23][C@@H:22]([C:21]2[CH:20]=[CH:19][N:18]=[CH:17][C:16]=2[NH:15][C:54](=[O:55])[C:52]2[CH:51]=[CH:50][C:49]([F:57])=[C:48]([C:42]3[C:41]([F:40])=[CH:46][CH:45]=[CH:44][C:43]=3[F:47])[N:53]=2)[CH2:27][C@H:26]1[NH:28][C:29](=[O:35])[O:30][C:31]([CH3:34])([CH3:33])[CH3:32])=[N+:37]=[N-:38]. The yield is 0.590. (3) The reactants are [NH2:1][C:2]1[CH:3]=[C:4]([CH:22]=[CH:23][CH:24]=1)[O:5][C:6]1[CH:7]=[CH:8][C:9]2[N:10]([CH:12]=[C:13]([NH:15][C:16](=[O:21])[CH2:17][CH:18]3[CH2:20][CH2:19]3)[N:14]=2)[N:11]=1.[CH3:25][N:26]1[C:30]([C:31](Cl)=[O:32])=[CH:29][C:28]([CH3:34])=[N:27]1.[CH3:35]N(C)C(=O)C. No catalyst specified. The product is [CH:18]1([CH2:17][C:16]([NH:15][C:13]2[N:14]=[C:9]3[CH:8]=[CH:7][C:6]([O:5][C:4]4[CH:22]=[CH:23][C:24]([CH3:35])=[C:2]([NH:1][C:31]([C:30]5[N:26]([CH3:25])[N:27]=[C:28]([CH3:34])[CH:29]=5)=[O:32])[CH:3]=4)=[N:11][N:10]3[CH:12]=2)=[O:21])[CH2:19][CH2:20]1. The yield is 0.610. (4) The reactants are [Br:1][C:2]1[CH:3]=[C:4]([CH:11]=[C:12]([Br:14])[CH:13]=1)[O:5][CH2:6][CH2:7][CH2:8][CH2:9][NH2:10].[C:15](O[C:15]([O:17][C:18]([CH3:21])([CH3:20])[CH3:19])=[O:16])([O:17][C:18]([CH3:21])([CH3:20])[CH3:19])=[O:16]. The catalyst is C1COCC1. The product is [Br:1][C:2]1[CH:3]=[C:4]([CH:11]=[C:12]([Br:14])[CH:13]=1)[O:5][CH2:6][CH2:7][CH2:8][CH2:9][NH:10][C:15](=[O:16])[O:17][C:18]([CH3:21])([CH3:20])[CH3:19]. The yield is 0.590. (5) The reactants are [CH3:1][O:2][C:3]1[CH:4]=[C:5]([NH:9][N:10]=[CH:11][C:12](=[O:14])[CH3:13])[CH:6]=[CH:7][CH:8]=1.[C:15](O)(=[O:17])[CH3:16].C(C=O)=O. The catalyst is CCOC(C)=O. The product is [OH:14][C:12]1[C:11]([C:15](=[O:17])[CH3:16])=[N:10][N:9]([C:5]2[CH:6]=[CH:7][CH:8]=[C:3]([O:2][CH3:1])[CH:4]=2)[CH:13]=1. The yield is 0.100. (6) The reactants are [CH:1]([C:3]1[CH:8]=[CH:7][C:6](B(O)O)=[CH:5][CH:4]=1)=[CH2:2].Cl[C:13]1[CH:14]=[C:15]([C:19]2[CH:24]=[CH:23][CH:22]=[CH:21][N:20]=2)[CH:16]=[CH:17][CH:18]=1.F[K].C(P)(C)(C)C.P(C(C)(C)C)(C(C)(C)C)C(C)(C)C. The catalyst is C(=CC(C=CC1C=CC=CC=1)=O)C1C=CC=CC=1.C(=CC(C=CC1C=CC=CC=1)=O)C1C=CC=CC=1.C(=CC(C=CC1C=CC=CC=1)=O)C1C=CC=CC=1.[Pd].O1CCOCC1. The product is [CH:1]([C:3]1[CH:8]=[CH:7][C:6]([C:17]2[CH:18]=[CH:13][CH:14]=[C:15]([C:19]3[CH:24]=[CH:23][CH:22]=[CH:21][N:20]=3)[CH:16]=2)=[CH:5][CH:4]=1)=[CH2:2]. The yield is 0.450.